Dataset: Reaction yield outcomes from USPTO patents with 853,638 reactions. Task: Predict the reaction yield, written as a fraction of the theoretical maximum amount of product (1.0 means a 100% yield; for example, 0.34 means a 34% yield). (1) The reactants are [CH2:1]([O:3][C:4]([C:6]1[O:7][C:8]2[C:13]([C:14](=[O:16])[CH:15]=1)=[CH:12][C:11]([O:17][CH3:18])=[CH:10][C:9]=2Br)=[O:5])[CH3:2].[CH:20]([N:23]1[CH2:28][CH2:27][NH:26][CH2:25][CH2:24]1)([CH3:22])[CH3:21]. No catalyst specified. The product is [CH2:1]([O:3][C:4]([C:6]1[O:7][C:8]2[C:13]([C:14](=[O:16])[CH:15]=1)=[CH:12][C:11]([O:17][CH3:18])=[CH:10][C:9]=2[N:26]1[CH2:27][CH2:28][N:23]([CH:20]([CH3:22])[CH3:21])[CH2:24][CH2:25]1)=[O:5])[CH3:2]. The yield is 0.480. (2) The reactants are [O:1]=[C:2]1[C:7](C(O)=O)=[CH:6][NH:5][N:4]2[CH:11]=[CH:12][CH:13]=[C:3]12. The catalyst is CS(C)=O. The product is [NH:5]1[CH:6]=[CH:7][C:2](=[O:1])[C:3]2=[CH:13][CH:12]=[CH:11][N:4]12. The yield is 0.740. (3) The reactants are [Cl:1][C:2]1[CH:3]=[CH:4][CH:5]=[C:6]2[C:11]=1[NH:10][C:9](=[O:12])[NH:8][C:7]2=[O:13].C[Si](C)(C)N[Si](C)(C)C.S(=O)(=O)(O)O.Br[CH2:29][C:30]1[CH:31]=[C:32]([CH:37]=[CH:38][CH:39]=1)[C:33]([O:35][CH3:36])=[O:34]. The catalyst is C1(C)C=CC=CC=1.O1CCOCC1.CO.CN(C=O)C. The product is [Cl:1][C:2]1[CH:3]=[CH:4][CH:5]=[C:6]2[C:11]=1[NH:10][C:9](=[O:12])[N:8]([CH2:29][C:30]1[CH:39]=[CH:38][CH:37]=[C:32]([C:33]([O:35][CH3:36])=[O:34])[CH:31]=1)[C:7]2=[O:13]. The yield is 0.291. (4) The reactants are [Br:1][C:2]1[CH:7]=[C:6](F)[CH:5]=[C:4]([Cl:9])[CH:3]=1.[OH:10][C:11]1[CH:12]=[N:13][CH:14]=[N:15][CH:16]=1.C([O-])([O-])=O.[K+].[K+]. The catalyst is CN(C=O)C. The product is [Br:1][C:2]1[CH:7]=[C:6]([CH:5]=[C:4]([Cl:9])[CH:3]=1)[O:10][C:11]1[CH:12]=[N:13][CH:14]=[N:15][CH:16]=1. The yield is 0.430.